This data is from Reaction yield outcomes from USPTO patents with 853,638 reactions. The task is: Predict the reaction yield, written as a fraction of the theoretical maximum amount of product (1.0 means a 100% yield; for example, 0.34 means a 34% yield). The reactants are [C:1]1([S:7][CH2:8][C:9]([OH:11])=O)[CH:6]=[CH:5][CH:4]=[CH:3][CH:2]=1.[CH3:12][O:13][C:14]1[CH:15]=[C:16]([C:22]2([CH2:27][NH2:28])[CH2:26][CH2:25][CH2:24][CH2:23]2)[CH:17]=[CH:18][C:19]=1[O:20][CH3:21].C(N(CC)CC)C.F[P-](F)(F)(F)(F)F.N1(OC(N(C)C)=[N+](C)C)C2N=CC=CC=2N=N1. The catalyst is C(#N)C. The product is [CH3:12][O:13][C:14]1[CH:15]=[C:16]([C:22]2([CH2:27][NH:28][C:9](=[O:11])[CH2:8][S:7][C:1]3[CH:2]=[CH:3][CH:4]=[CH:5][CH:6]=3)[CH2:23][CH2:24][CH2:25][CH2:26]2)[CH:17]=[CH:18][C:19]=1[O:20][CH3:21]. The yield is 0.146.